From a dataset of Reaction yield outcomes from USPTO patents with 853,638 reactions. Predict the reaction yield, written as a fraction of the theoretical maximum amount of product (1.0 means a 100% yield; for example, 0.34 means a 34% yield). (1) The reactants are [F:1][C:2]([F:14])([F:13])[C:3]([C:5]1[C:6](F)=[N:7][CH:8]=[CH:9][C:10]=1I)=O.O.[NH2:16][NH2:17].[CH3:18]COC(C)=O.C([O-])(O)=O.[Na+].[Cl-].[Na+].O. The catalyst is O1CCOCC1. The product is [CH3:18][C:10]1[CH:9]=[CH:8][N:7]=[C:6]2[NH:16][N:17]=[C:3]([C:2]([F:14])([F:13])[F:1])[C:5]=12. The yield is 0.730. (2) The reactants are [BH4-].[Na+].[CH3:3][C:4]([S@:7]([N:9]=[C:10]1[C:18]2[C:13](=[CH:14][CH:15]=[C:16]([C:19]([F:22])([F:21])[F:20])[CH:17]=2)[CH2:12][CH2:11]1)=[O:8])([CH3:6])[CH3:5].C1COCC1.CO. The catalyst is C(=O)=O. The product is [CH3:6][C:4]([S@:7]([NH:9][C@H:10]1[C:18]2[C:13](=[CH:14][CH:15]=[C:16]([C:19]([F:20])([F:21])[F:22])[CH:17]=2)[CH2:12][CH2:11]1)=[O:8])([CH3:3])[CH3:5]. The yield is 0.267.